Dataset: Full USPTO retrosynthesis dataset with 1.9M reactions from patents (1976-2016). Task: Predict the reactants needed to synthesize the given product. The reactants are: [CH:1]1([N:5]2[C:10](=[O:11])[C:9]([C:12]([NH:14][CH2:15][C:16]([O:18]CC)=[O:17])=[O:13])=[C:8]([OH:21])[C:7]([C:22](OC)=[O:23])=[C:6]2[OH:26])[CH2:4][CH2:3][CH2:2]1.[CH:27]1([NH2:33])[CH2:32][CH2:31][CH2:30][CH2:29][CH2:28]1.Cl. Given the product [CH:1]1([N:5]2[C:6]([OH:26])=[C:7]([C:22]([NH:33][CH:27]3[CH2:32][CH2:31][CH2:30][CH2:29][CH2:28]3)=[O:23])[C:8]([OH:21])=[C:9]([C:12]([NH:14][CH2:15][C:16]([OH:18])=[O:17])=[O:13])[C:10]2=[O:11])[CH2:4][CH2:3][CH2:2]1, predict the reactants needed to synthesize it.